Dataset: Reaction yield outcomes from USPTO patents with 853,638 reactions. Task: Predict the reaction yield, written as a fraction of the theoretical maximum amount of product (1.0 means a 100% yield; for example, 0.34 means a 34% yield). The reactants are [CH3:1][C:2]1[N:6]([CH:7]2[CH2:12][CH2:11][O:10][CH2:9][CH2:8]2)[C:5]2[CH:13]=[CH:14][C:15]([C:17]([OH:19])=O)=[CH:16][C:4]=2[N:3]=1.[NH2:20][C:21]1[CH:26]=[C:25]([C:27]([CH3:30])([CH3:29])[CH3:28])[CH:24]=[CH:23][C:22]=1O.CCN=C=NCCCN(C)C.CS(O)(=O)=O.C(=O)([O-])O.[Na+]. The catalyst is O1CCOCC1.O.C(Cl)(Cl)Cl.CN(C=O)C. The product is [C:27]([C:25]1[CH:24]=[CH:23][C:22]2[O:19][C:17]([C:15]3[CH:14]=[CH:13][C:5]4[N:6]([CH:7]5[CH2:8][CH2:9][O:10][CH2:11][CH2:12]5)[C:2]([CH3:1])=[N:3][C:4]=4[CH:16]=3)=[N:20][C:21]=2[CH:26]=1)([CH3:30])([CH3:28])[CH3:29]. The yield is 0.490.